Dataset: Full USPTO retrosynthesis dataset with 1.9M reactions from patents (1976-2016). Task: Predict the reactants needed to synthesize the given product. (1) The reactants are: [O:1]1[C:6]2[CH:7]=[CH:8][C:9]([C:11]([C:13]3[C:22](=[O:23])[C:21]4[C:16](=[CH:17][CH:18]=[CH:19][CH:20]=4)[NH:15][CH:14]=3)=[O:12])=[CH:10][C:5]=2[O:4][CH2:3][CH2:2]1.[Br:24][C:25]1[CH:30]=[CH:29][CH:28]=[C:27]([CH2:31]Br)[CH:26]=1. Given the product [Br:24][C:25]1[CH:26]=[C:27]([CH:28]=[CH:29][CH:30]=1)[CH2:31][N:15]1[C:16]2[C:21](=[CH:20][CH:19]=[CH:18][CH:17]=2)[C:22](=[O:23])[C:13]([C:11]([C:9]2[CH:8]=[CH:7][C:6]3[O:1][CH2:2][CH2:3][O:4][C:5]=3[CH:10]=2)=[O:12])=[CH:14]1, predict the reactants needed to synthesize it. (2) Given the product [Cl:14][C:15]1[CH:16]=[C:17]([C:22]2[N:27]=[C:26]([N:28]3[CH2:32][CH2:31][CH2:30][CH:29]3[CH3:33])[N:25]=[C:24]([N:34]3[CH2:35][CH2:36][N:37]([C:40]4[N:45]=[CH:44][C:43]([O:46][CH2:3][CH2:4][N:5]([CH3:7])[CH3:6])=[CH:42][C:41]=4[CH3:47])[CH2:38][CH2:39]3)[CH:23]=2)[CH:18]=[CH:19][C:20]=1[F:21], predict the reactants needed to synthesize it. The reactants are: Cl.Cl[CH2:3][CH2:4][N:5]([CH3:7])[CH3:6].C([O-])([O-])=O.[Cs+].[Cs+].[Cl:14][C:15]1[CH:16]=[C:17]([C:22]2[N:27]=[C:26]([N:28]3[CH2:32][CH2:31][CH2:30][CH:29]3[CH3:33])[N:25]=[C:24]([N:34]3[CH2:39][CH2:38][N:37]([C:40]4[N:45]=[CH:44][C:43]([OH:46])=[CH:42][C:41]=4[CH3:47])[CH2:36][CH2:35]3)[CH:23]=2)[CH:18]=[CH:19][C:20]=1[F:21].[Na+].[I-].